Dataset: Catalyst prediction with 721,799 reactions and 888 catalyst types from USPTO. Task: Predict which catalyst facilitates the given reaction. Reactant: [CH2:1]([C:8]1[C:13](=[O:14])[N:12]2[CH:15]=[CH:16][CH:17]=[CH:18][C:11]2=[N:10][C:9]=1[CH:19]=[O:20])[C:2]1[CH:7]=[CH:6][CH:5]=[CH:4][CH:3]=1.[CH:21]([Mg]Br)=[CH2:22]. Product: [CH2:1]([C:8]1[C:13](=[O:14])[N:12]2[CH2:15][CH2:16][CH2:17][CH2:18][C:11]2=[N:10][C:9]=1[CH:19]([OH:20])[CH:21]=[CH2:22])[C:2]1[CH:7]=[CH:6][CH:5]=[CH:4][CH:3]=1. The catalyst class is: 1.